From a dataset of Reaction yield outcomes from USPTO patents with 853,638 reactions. Predict the reaction yield, written as a fraction of the theoretical maximum amount of product (1.0 means a 100% yield; for example, 0.34 means a 34% yield). The reactants are [Br:1][C:2]1[CH:7]=[C:6]([F:8])[CH:5]=[CH:4][C:3]=1[C:9]1([CH2:22][O:23][CH2:24][C:25]2[CH:26]=[C:27]([C:35]3[CH:40]=[CH:39][C:38]([C:41]#[N:42])=[CH:37][CH:36]=3)[CH:28]=[C:29]([C:31]([F:34])([F:33])[F:32])[CH:30]=2)[CH2:14][CH2:13][N:12](C(OC(C)(C)C)=O)[CH2:11][CH2:10]1. The catalyst is ClCCl.FC(F)(F)C(O)=O. The product is [Br:1][C:2]1[CH:7]=[C:6]([F:8])[CH:5]=[CH:4][C:3]=1[C:9]1([CH2:22][O:23][CH2:24][C:25]2[CH:26]=[C:27]([C:35]3[CH:40]=[CH:39][C:38]([C:41]#[N:42])=[CH:37][CH:36]=3)[CH:28]=[C:29]([C:31]([F:34])([F:32])[F:33])[CH:30]=2)[CH2:14][CH2:13][NH:12][CH2:11][CH2:10]1. The yield is 0.690.